From a dataset of Forward reaction prediction with 1.9M reactions from USPTO patents (1976-2016). Predict the product of the given reaction. (1) Given the reactants [CH3:1][N:2]([CH3:34])[C@@H:3]1[CH2:7][CH2:6][N:5]([C:8]2[N:13]3[C:14]([CH:32]=O)=[C:15]([CH2:17][N:18]([CH:29]([CH3:31])[CH3:30])[C@@H:19]4[C:28]5[N:27]=[CH:26][CH:25]=[CH:24][C:23]=5[CH2:22][CH2:21][CH2:20]4)[N:16]=[C:12]3[CH:11]=[CH:10][CH:9]=2)[CH2:4]1.Cl.[NH2:36]O, predict the reaction product. The product is: [CH3:1][N:2]([CH3:34])[C@@H:3]1[CH2:7][CH2:6][N:5]([C:8]2[N:13]3[C:14]([C:32]#[N:36])=[C:15]([CH2:17][N:18]([CH:29]([CH3:31])[CH3:30])[C@@H:19]4[C:28]5[N:27]=[CH:26][CH:25]=[CH:24][C:23]=5[CH2:22][CH2:21][CH2:20]4)[N:16]=[C:12]3[CH:11]=[CH:10][CH:9]=2)[CH2:4]1. (2) The product is: [C:45]([C:47]1[CH:55]=[C:54]([CH3:56])[C:50]([C:51]([NH:1][CH2:2][CH2:3][CH:4]([N:6]2[CH2:7][CH2:8][CH:9]([N:12]([CH2:18][C:19]3[CH:23]=[CH:22][S:21][CH:20]=3)[C:13]([NH:15][CH3:24])=[O:14])[CH2:10][CH2:11]2)[CH3:5])=[O:52])=[C:49]([CH3:57])[N:48]=1)#[N:46]. Given the reactants [NH2:1][CH2:2][CH2:3][CH:4]([N:6]1[CH2:11][CH2:10][CH:9]([N:12]([CH2:18][C:19]2[CH:23]=[CH:22][S:21][CH:20]=2)[C:13]([NH:15]OC)=[O:14])[CH2:8][CH2:7]1)[CH3:5].[CH3:24]CN=C=NCCCN(C)C.C1C=CC2N(O)N=NC=2C=1.[C:45]([C:47]1[CH:55]=[C:54]([CH3:56])[C:50]([C:51](O)=[O:52])=[C:49]([CH3:57])[N:48]=1)#[N:46].CCN(C(C)C)C(C)C, predict the reaction product. (3) Given the reactants C1(C2[O:11][C:10]([CH2:12][C:13]#[N:14])=[N:9][CH:8]=2)C=CC=CC=1.[CH3:15][N:16]([CH:18](OC)OC)[CH3:17].[C:23]1([CH3:29])[CH:28]=[CH:27][CH:26]=[CH:25][CH:24]=1, predict the reaction product. The product is: [CH3:17][N:16]([CH3:15])[CH:18]=[C:12]([C:10]1[O:11][C:29]([C:23]2[CH:28]=[CH:27][CH:26]=[CH:25][CH:24]=2)=[CH:8][N:9]=1)[C:13]#[N:14].